Predict the reaction yield, written as a fraction of the theoretical maximum amount of product (1.0 means a 100% yield; for example, 0.34 means a 34% yield). From a dataset of Reaction yield outcomes from USPTO patents with 853,638 reactions. (1) The reactants are N.P(OCC)(OCC)(O[C:5]1[CH:10]=[CH:9][C:8]([CH3:11])=[CH:7][C:6]=1[C:12]([CH3:15])([CH3:14])[CH3:13])=O.[Li]. The catalyst is CCOCC. The product is [C:12]([C:6]1[CH:5]=[CH:10][CH:9]=[C:8]([CH3:11])[CH:7]=1)([CH3:15])([CH3:14])[CH3:13]. The yield is 0.910. (2) The reactants are Cl.[NH:2]1[CH2:7][CH2:6][CH:5]([NH:8][C:9]([C:11]2[S:15][C:14]([Br:16])=[N:13][C:12]=2[CH3:17])=[O:10])[CH2:4][CH2:3]1.[C:18](=O)(O)[O-].[Na+].C=O.[BH3-]C#N.[Na+]. The catalyst is CO. The product is [CH3:18][N:2]1[CH2:7][CH2:6][CH:5]([NH:8][C:9]([C:11]2[S:15][C:14]([Br:16])=[N:13][C:12]=2[CH3:17])=[O:10])[CH2:4][CH2:3]1. The yield is 0.580.